Predict which catalyst facilitates the given reaction. From a dataset of Catalyst prediction with 721,799 reactions and 888 catalyst types from USPTO. (1) Reactant: C([O:3][CH:4](OCC)[C:5]1[N:9]([CH3:10])[N:8]=[C:7]([CH:11]([F:13])[F:12])[N:6]=1)C.Cl. Product: [F:13][CH:11]([F:12])[C:7]1[N:6]=[C:5]([CH:4]=[O:3])[N:9]([CH3:10])[N:8]=1. The catalyst class is: 6. (2) Reactant: [CH3:1][N:2]1[C:10]2[C:5](=[CH:6][C:7]([C:11]3[NH:12][C:13]4[N:14]([N:18]=[CH:19][C:20]=4[C:21]([NH2:23])=[O:22])[C:15](=[O:17])[CH:16]=3)=[CH:8][CH:9]=2)[CH:4]=[N:3]1.[CH3:24][C:25]1C=CC(S(O)(=O)=O)=CC=1.BrCC(OCC)OCC. Product: [CH3:1][N:2]1[C:10]2[C:5](=[CH:6][C:7]([C:11]3[NH:12][C:13]4[N:14]([N:18]=[CH:19][C:20]=4[C:21]4[O:22][CH:24]=[CH:25][N:23]=4)[C:15](=[O:17])[CH:16]=3)=[CH:8][CH:9]=2)[CH:4]=[N:3]1. The catalyst class is: 37.